This data is from Catalyst prediction with 721,799 reactions and 888 catalyst types from USPTO. The task is: Predict which catalyst facilitates the given reaction. (1) Reactant: [CH:1]1[C:10]2[C:5](=[CH:6][CH:7]=[CH:8][CH:9]=2)[CH:4]=[CH:3][C:2]=1[C:11]1[CH:12]([C:18]2[CH:23]=[CH:22][N:21]=[CH:20][CH:19]=2)[CH2:13][C:14](=[O:17])[NH:15][N:16]=1.BrN1C(=O)CCC1=O. The catalyst class is: 58. Product: [CH:1]1[C:10]2[C:5](=[CH:6][CH:7]=[CH:8][CH:9]=2)[CH:4]=[CH:3][C:2]=1[C:11]1[C:12]([C:18]2[CH:19]=[CH:20][N:21]=[CH:22][CH:23]=2)=[CH:13][C:14](=[O:17])[NH:15][N:16]=1. (2) Reactant: [F:1][C:2]1[CH:3]=[C:4]2[C:9]([OH:10])=[C:8]([C:11]([O:13]CC)=[O:12])[CH:7]=[N:6][N:5]2[CH:16]=1.[OH-].[Na+]. Product: [F:1][C:2]1[CH:3]=[C:4]2[C:9]([OH:10])=[C:8]([C:11]([OH:13])=[O:12])[CH:7]=[N:6][N:5]2[CH:16]=1. The catalyst class is: 92. (3) Reactant: [NH2:1][CH2:2][C:3]1[CH:8]=[CH:7][CH:6]=[CH:5][C:4]=1[N:9]1[C:13]([C:14]2[O:15][CH:16]=[CH:17][CH:18]=2)=[CH:12][C:11]([C:19]([F:22])([F:21])[F:20])=[N:10]1.[CH3:23][C:24]([O:27][C:28](O[C:28]([O:27][C:24]([CH3:26])([CH3:25])[CH3:23])=[O:29])=[O:29])([CH3:26])[CH3:25]. Product: [C:28]([NH:1][CH2:2][C:3]1[CH:8]=[CH:7][CH:6]=[CH:5][C:4]=1[N:9]1[C:13]([C:14]2[O:15][CH:16]=[CH:17][CH:18]=2)=[CH:12][C:11]([C:19]([F:22])([F:21])[F:20])=[N:10]1)([O:27][C:24]([CH3:26])([CH3:25])[CH3:23])=[O:29]. The catalyst class is: 49. (4) Reactant: [CH3:1][C:2]1[CH:3]=[CH:4][C:5]([NH:21][C:22]([C:24]2[CH:25]=[CH:26][C:27]([CH2:30][N:31]3[CH2:36][CH2:35][N:34]([CH3:37])[CH2:33][CH2:32]3)=[CH:28][CH:29]=2)=[O:23])=[CH:6][C:7]=1[NH:8][C:9]1[N:10]=[CH:11][CH:12]=[C:13]([C:15]2[CH:16]=[CH:17][CH:18]=[N:19][CH:20]=2)[N:14]=1.[C:38]([O:44][CH2:45][I:46])(=[O:43])[C:39]([CH3:42])([CH3:41])[CH3:40]. Product: [I-:46].[CH3:37][N+:34]1([CH2:45][O:44][C:38](=[O:43])[C:39]([CH3:42])([CH3:41])[CH3:40])[CH2:33][CH2:32][N:31]([CH2:30][C:27]2[CH:28]=[CH:29][C:24]([C:22](=[O:23])[NH:21][C:5]3[CH:4]=[CH:3][C:2]([CH3:1])=[C:7]([NH:8][C:9]4[N:14]=[C:13]([C:15]5[CH:20]=[N:19][CH:18]=[CH:17][CH:16]=5)[CH:12]=[CH:11][N:10]=4)[CH:6]=3)=[CH:25][CH:26]=2)[CH2:36][CH2:35]1. The catalyst class is: 4. (5) Reactant: C([BH3-])#N.[Na+].[NH2:5][C:6]1[C:15]([C:16]#[N:17])=[C:14]([C:18]2[CH:23]=[CH:22][CH:21]=[CH:20][CH:19]=2)[C:13]2[C:8](=[CH:9][CH:10]=[CH:11][CH:12]=2)[N:7]=1.C(=O)(O)[O-].[Na+]. The catalyst class is: 15. Product: [NH2:5][C:6]1[NH:7][C:8]2[C:13]([CH:14]([C:18]3[CH:23]=[CH:22][CH:21]=[CH:20][CH:19]=3)[C:15]=1[C:16]#[N:17])=[CH:12][CH:11]=[CH:10][CH:9]=2. (6) Reactant: [CH3:1][NH:2][CH2:3][CH2:4][CH2:5][NH2:6].[Cl:7][C:8]1[C:9]([OH:17])=[C:10]([CH:13]=[C:14]([Cl:16])[CH:15]=1)[CH:11]=O. Product: [Cl:7][C:8]1[CH:15]=[C:14]([Cl:16])[CH:13]=[C:10]([CH:11]=[N:6][CH2:5][CH2:4][CH2:3][NH:2][CH3:1])[C:9]=1[OH:17]. The catalyst class is: 8. (7) Reactant: [OH:1][C:2]1[CH:10]=[CH:9][CH:8]=[CH:7][C:3]=1[C:4]([NH2:6])=[O:5]. Product: [CH2:2]([C:3]1([CH3:4])[NH:6][C:4](=[O:5])[C:3]2[CH:7]=[CH:8][CH:9]=[CH:10][C:2]=2[O:1]1)[CH3:10]. The catalyst class is: 131. (8) Product: [NH2:1][C:2]1[CH:3]=[CH:4][C:5]([CH:8]2[CH2:9][C:10](=[O:16])[N:11]([CH3:15])[C:12](=[O:14])[CH2:13]2)=[CH:6][C:7]=1[Br:24]. The catalyst class is: 2. Reactant: [NH2:1][C:2]1[CH:7]=[CH:6][C:5]([CH:8]2[CH2:13][C:12](=[O:14])[N:11]([CH3:15])[C:10](=[O:16])[CH2:9]2)=[CH:4][CH:3]=1.C1C(=O)N([Br:24])C(=O)C1. (9) Reactant: [CH2:1]([N:8]1[C:12]([CH2:13][CH2:14][C:15](OCC)=[O:16])=[CH:11][C:10]([O:20][CH2:21][CH2:22][CH3:23])=[N:9]1)[C:2]1[CH:7]=[CH:6][CH:5]=[CH:4][CH:3]=1.[H-].[Al+3].[Li+].[H-].[H-].[H-].O.O.O.O.O.O.O.O.O.O.S([O-])([O-])(=O)=O.[Na+].[Na+]. Product: [CH2:1]([N:8]1[C:12]([CH2:13][CH2:14][CH2:15][OH:16])=[CH:11][C:10]([O:20][CH2:21][CH2:22][CH3:23])=[N:9]1)[C:2]1[CH:3]=[CH:4][CH:5]=[CH:6][CH:7]=1. The catalyst class is: 7.